This data is from Forward reaction prediction with 1.9M reactions from USPTO patents (1976-2016). The task is: Predict the product of the given reaction. (1) Given the reactants [NH2:1][C:2]1[C:17]([Cl:18])=[CH:16][C:15]([Cl:19])=[CH:14][C:3]=1[C:4]([N:6]=[S:7]([CH:11]([CH3:13])[CH3:12])[CH:8]([CH3:10])[CH3:9])=[O:5].C(=O)([O-])[O-].[K+].[K+].[Cl:26][C:27]1[C:28]([N:33]2[C:37]([C:38](Cl)=[O:39])=[CH:36][C:35]([C:41]([F:44])([F:43])[F:42])=[N:34]2)=[N:29][CH:30]=[CH:31][CH:32]=1.C(O)C, predict the reaction product. The product is: [Cl:26][C:27]1[C:28]([N:33]2[C:37]([C:38]([NH:1][C:2]3[C:3]([C:4](=[O:5])[N:6]=[S:7]([CH:11]([CH3:13])[CH3:12])[CH:8]([CH3:9])[CH3:10])=[CH:14][C:15]([Cl:19])=[CH:16][C:17]=3[Cl:18])=[O:39])=[CH:36][C:35]([C:41]([F:44])([F:42])[F:43])=[N:34]2)=[N:29][CH:30]=[CH:31][CH:32]=1. (2) Given the reactants [C:1]([C:5]1[N:10]=[C:9]([O:11][C:12]2[C:17]([CH3:18])=[CH:16][C:15]([CH3:19])=[CH:14][C:13]=2[CH3:20])[C:8]([C:21]([NH:23][S:24](=[NH:35])([C:26]2[CH:31]=[CH:30][CH:29]=[C:28]([N+:32]([O-])=O)[CH:27]=2)=[O:25])=[O:22])=[CH:7][CH:6]=1)([CH3:4])([CH3:3])[CH3:2], predict the reaction product. The product is: [NH2:32][C:28]1[CH:27]=[C:26]([S:24]([NH:23][C:21]([C:8]2[C:9]([O:11][C:12]3[C:13]([CH3:20])=[CH:14][C:15]([CH3:19])=[CH:16][C:17]=3[CH3:18])=[N:10][C:5]([C:1]([CH3:2])([CH3:3])[CH3:4])=[CH:6][CH:7]=2)=[O:22])(=[NH:35])=[O:25])[CH:31]=[CH:30][CH:29]=1. (3) Given the reactants [O:1]1[C@H:6]2[CH2:7][N:8]([CH2:10]/[CH:11]=[CH:12]/[C:13]([O:15]CC)=[O:14])[CH2:9][C@H:5]2[O:4][CH2:3][CH2:2]1.[OH-].[K+].Cl, predict the reaction product. The product is: [O:1]1[C@H:6]2[CH2:7][N:8]([CH2:10]/[CH:11]=[CH:12]/[C:13]([OH:15])=[O:14])[CH2:9][C@H:5]2[O:4][CH2:3][CH2:2]1. (4) The product is: [CH3:10][O:9][C:7]1[CH:8]=[C:3]([O:2][CH3:1])[C:4]([CH:12]=[O:13])=[C:5]([OH:11])[CH:6]=1. Given the reactants [CH3:1][O:2][C:3]1[CH:4]=[C:5]([OH:11])[CH:6]=[C:7]([O:9][CH3:10])[CH:8]=1.[CH2:12]=[O:13].C(N(CC)CC)C.[Mg+2].[Cl-].[Cl-].Cl, predict the reaction product. (5) Given the reactants [CH3:1][O:2][CH:3]([O:6][CH3:7])[CH2:4][NH2:5].I.[CH3:9][N:10]1[C:15](=[O:16])[N:14]2[CH:17]=[N:18][C:19]([C:20](SC)=[NH:21])=[C:13]2[N:12]=[N:11]1, predict the reaction product. The product is: [CH3:1][O:2][CH:3]([O:6][CH3:7])[CH2:4][NH:5][C:20]([C:19]1[N:18]=[CH:17][N:14]2[C:15](=[O:16])[N:10]([CH3:9])[N:11]=[N:12][C:13]=12)=[NH:21].